Dataset: Forward reaction prediction with 1.9M reactions from USPTO patents (1976-2016). Task: Predict the product of the given reaction. (1) Given the reactants [CH2:1]([C:3]1[C:8]([CH3:9])=[CH:7][CH:6]=[CH:5][N:4]=1)[CH3:2].[ClH:10], predict the reaction product. The product is: [ClH:10].[CH2:1]([CH:3]1[CH:8]([CH3:9])[CH2:7][CH2:6][CH2:5][NH:4]1)[CH3:2]. (2) Given the reactants Br[C:2]1[CH:7]=[C:6]([C:8]([O:10][CH3:11])=[O:9])[C:5]([OH:12])=[CH:4][C:3]=1[C:13]1[CH:18]=[CH:17][C:16]([F:19])=[CH:15][CH:14]=1.[CH:20]1(B(O)O)[CH2:22][CH2:21]1.C1(P(C2CCCCC2)C2C=CC=CC=2C2C(OC)=CC=CC=2OC)CCCCC1.C(=O)([O-])[O-].[Na+].[Na+], predict the reaction product. The product is: [CH:20]1([C:2]2[CH:7]=[C:6]([C:8]([O:10][CH3:11])=[O:9])[C:5]([OH:12])=[CH:4][C:3]=2[C:13]2[CH:18]=[CH:17][C:16]([F:19])=[CH:15][CH:14]=2)[CH2:22][CH2:21]1. (3) Given the reactants [CH3:1][S:2][C:3]1[C:8]2=[N:9][CH:10]=[CH:11][N:7]2[N:6]=[CH:5][N:4]=1.[Li+].CC([N-]C(C)C)C.C1COCC1.[CH2:25]([O:32][C@@H:33]1[C@H:37]([O:38][CH2:39][C:40]2[CH:45]=[CH:44][CH:43]=[CH:42][CH:41]=2)[C@@H:36]([CH2:46][O:47][CH2:48][C:49]2[CH:54]=[CH:53][CH:52]=[CH:51][CH:50]=2)[O:35][C:34]1=[O:55])[C:26]1[CH:31]=[CH:30][CH:29]=[CH:28][CH:27]=1, predict the reaction product. The product is: [CH2:25]([O:32][C@@H:33]1[C@H:37]([O:38][CH2:39][C:40]2[CH:45]=[CH:44][CH:43]=[CH:42][CH:41]=2)[C@@H:36]([CH2:46][O:47][CH2:48][C:49]2[CH:50]=[CH:51][CH:52]=[CH:53][CH:54]=2)[O:35][C:34]1([C:11]1[N:7]2[C:8]([C:3]([S:2][CH3:1])=[N:4][CH:5]=[N:6]2)=[N:9][CH:10]=1)[OH:55])[C:26]1[CH:31]=[CH:30][CH:29]=[CH:28][CH:27]=1.